This data is from Full USPTO retrosynthesis dataset with 1.9M reactions from patents (1976-2016). The task is: Predict the reactants needed to synthesize the given product. (1) Given the product [N:40]1([C:22]2[CH:23]=[CH:18][N:19]=[CH:20][CH:21]=2)[CH2:41][CH2:42][CH:43]([CH2:63][CH2:64][NH:80][C:81]([C:83]2[C:87]([CH3:88])=[C:86]([NH:89][C:90](=[O:98])[C:91]3[CH:96]=[CH:95][CH:94]=[CH:93][C:92]=3[Cl:97])[N:85]([C:99]3[CH:104]=[CH:103][CH:102]=[CH:101][N:100]=3)[N:84]=2)=[O:82])[CH2:44][CH2:39]1, predict the reactants needed to synthesize it. The reactants are: N1C=CC=N1.C(OC(C1C(C)=C(N)N([C:18]2[CH:23]=[CH:22][CH:21]=[CH:20][N:19]=2)N=1)=O)C.C(OC(=O)C(=O)C(C#N)C)C.Cl.Cl.N([C:39]1[CH:44]=[CH:43][CH:42]=[CH:41][N:40]=1)N.NC1N(C(OC(C)(C)C)=O)N=C(C(OC)=O)C=1.O=[C:63]1NC2C=CC=CC=2C(C2C=CC=CC=2)=N[CH:64]1[NH:80][C:81]([C:83]1[C:87]([CH3:88])=[C:86]([NH:89][C:90](=[O:98])[C:91]2[CH:96]=[CH:95][CH:94]=[CH:93][C:92]=2[Cl:97])[N:85]([C:99]2[CH:104]=[CH:103][CH:102]=[CH:101][N:100]=2)[N:84]=1)=[O:82]. (2) Given the product [CH3:12][O:11][C:9]1[CH:10]=[C:2]2[C:3]([C:4]([OH:6])=[N:13][C:14]([OH:15])=[N:1]2)=[CH:7][CH:8]=1, predict the reactants needed to synthesize it. The reactants are: [NH2:1][C:2]1[CH:10]=[C:9]([O:11][CH3:12])[CH:8]=[CH:7][C:3]=1[C:4]([OH:6])=O.[NH2:13][C:14](N)=[O:15].COC1C=C2C(=CC=1)N=C(O)N=C2O.